Dataset: Peptide-MHC class II binding affinity with 134,281 pairs from IEDB. Task: Regression. Given a peptide amino acid sequence and an MHC pseudo amino acid sequence, predict their binding affinity value. This is MHC class II binding data. The peptide sequence is DGQGKAVWGKNSCAK. The MHC is HLA-DPA10103-DPB10201 with pseudo-sequence HLA-DPA10103-DPB10201. The binding affinity (normalized) is 0.158.